This data is from Full USPTO retrosynthesis dataset with 1.9M reactions from patents (1976-2016). The task is: Predict the reactants needed to synthesize the given product. Given the product [Cl:20]/[C:11](=[C:3](\[C:2]1[CH:1]=[CH:4][C:3]([O:10][CH2:9][O:8][CH3:7])=[CH:2][CH:1]=1)/[CH3:4])/[C:9]([O:8][CH2:7][CH3:6])=[O:10], predict the reactants needed to synthesize it. The reactants are: [CH2:1]([Li])[CH2:2][CH2:3][CH3:4].[CH3:6][CH2:7][O:8][C:9]([CH:11]([Cl:20])P(OCC)(OCC)=O)=[O:10].[Cl-].[NH4+].